This data is from Full USPTO retrosynthesis dataset with 1.9M reactions from patents (1976-2016). The task is: Predict the reactants needed to synthesize the given product. Given the product [F:16][C:17]([F:30])([F:31])[O:18][C:19]1[CH:29]=[CH:28][CH:27]=[CH:26][C:20]=1[O:21][CH2:22][C:23]([N:1]1[CH2:6][CH2:5][C:4]2([C:14]3[C:9](=[CH:10][CH:11]=[CH:12][CH:13]=3)[NH:8][C:7]2=[O:15])[CH2:3][CH2:2]1)=[O:24], predict the reactants needed to synthesize it. The reactants are: [NH:1]1[CH2:6][CH2:5][C:4]2([C:14]3[C:9](=[CH:10][CH:11]=[CH:12][CH:13]=3)[NH:8][C:7]2=[O:15])[CH2:3][CH2:2]1.[F:16][C:17]([F:31])([F:30])[O:18][C:19]1[CH:29]=[CH:28][CH:27]=[CH:26][C:20]=1[O:21][CH2:22][C:23](O)=[O:24].C1CN([P+](ON2N=NC3C=CC=CC2=3)(N2CCCC2)N2CCCC2)CC1.F[P-](F)(F)(F)(F)F.C(N(C(C)C)CC)(C)C.